This data is from hERG potassium channel inhibition data for cardiac toxicity prediction from Karim et al.. The task is: Regression/Classification. Given a drug SMILES string, predict its toxicity properties. Task type varies by dataset: regression for continuous values (e.g., LD50, hERG inhibition percentage) or binary classification for toxic/non-toxic outcomes (e.g., AMES mutagenicity, cardiotoxicity, hepatotoxicity). Dataset: herg_karim. (1) The compound is COc1cc(/C=C2\CCCN3C2=NOC[C@@H]3c2cc(F)c(F)c(F)c2)ccc1-n1cnc(C)c1. The result is 1 (blocker). (2) The drug is CC#CCn1c(N2CCC[C@@H](N)C2)c(C#N)c2c1c(=O)n(Cc1nc(C)c3ccccc3n1)c(=O)n2C. The result is 0 (non-blocker). (3) The compound is CC(C)(C)c1[nH]c2ccccc2c1CCNCc1ccc(C=CC(=O)NO)cc1. The result is 1 (blocker). (4) The compound is CC(CC(c1ccccc1)c1ccccc1)NC(C)(C)C. The result is 1 (blocker). (5) The result is 0 (non-blocker). The compound is O=C(N1CC[C@H](N[C@H]2CC[C@@](O)(c3ccc(-c4ncccn4)cn3)CC2)C1)C1(O)CCN(c2cc(C(F)(F)F)ccn2)CC1. (6) The molecule is O=C(Nc1ccc(Cl)c(Cl)c1)N1CCN(C[C@@H]2CCCN(CCCc3ccccc3)C2)CC1. The result is 1 (blocker). (7) The drug is CN(CCN1CCN(c2ccc(F)cc2)C1=O)CC12CCC(CC1)C2(C)C. The result is 1 (blocker).